From a dataset of Forward reaction prediction with 1.9M reactions from USPTO patents (1976-2016). Predict the product of the given reaction. (1) Given the reactants [Cl:1][C:2]1(NS(N(C)C)(=O)=O)[CH:7]=[CH:6][C:5]([C:8]2[CH:9]=[C:10]3[C:15](=[CH:16][CH:17]=2)[N:14]=[CH:13][C:12](=[O:18])[N:11]3[C:19]2[CH:24]=[CH:23][CH:22]=[CH:21][CH:20]=2)=[CH:4][NH:3]1.ClC1C([NH:39][S:40]([N:43]([CH3:45])[CH3:44])(=[O:42])=[O:41])=CC(B2OC(C)(C)C(C)(C)O2)=CN=1.BrC1C=C2C(N=CC(=O)N2C2C=CC=CC=2)=CC=1.C(=O)([O-])[O-].[Na+].[Na+], predict the reaction product. The product is: [Cl:1][C:2]1[C:7]([NH:39][S:40]([N:43]([CH3:45])[CH3:44])(=[O:42])=[O:41])=[CH:6][C:5]([C:8]2[CH:9]=[C:10]3[C:15](=[CH:16][CH:17]=2)[N:14]=[CH:13][C:12](=[O:18])[N:11]3[C:19]2[CH:20]=[CH:21][CH:22]=[CH:23][CH:24]=2)=[CH:4][N:3]=1. (2) Given the reactants [NH2:1][C:2]1[CH:3]=[C:4]([C@:8]23[CH2:16][N:15]([C:17]4[N:22]=[CH:21][C:20]([F:23])=[CH:19][N:18]=4)[CH2:14][C@H:13]2[CH2:12][S:11][C:10]([NH:24][C:25](=[O:32])[C:26]2[CH:31]=[CH:30][CH:29]=[CH:28][CH:27]=2)=[N:9]3)[CH:5]=[CH:6][CH:7]=1.[F:33][C:34]1[C:35]([C:41](O)=[O:42])=[N:36][CH:37]=[C:38]([F:40])[CH:39]=1.ON1C2C=CC=CC=2N=N1.Cl.CN(C)CCCN=C=NCC.C(N(C(C)C)CC)(C)C, predict the reaction product. The product is: [C:25]([NH:24][C:10]1[S:11][CH2:12][C@@H:13]2[CH2:14][N:15]([C:17]3[N:22]=[CH:21][C:20]([F:23])=[CH:19][N:18]=3)[CH2:16][C@:8]2([C:4]2[CH:3]=[C:2]([NH:1][C:41]([C:35]3[C:34]([F:33])=[CH:39][C:38]([F:40])=[CH:37][N:36]=3)=[O:42])[CH:7]=[CH:6][CH:5]=2)[N:9]=1)(=[O:32])[C:26]1[CH:27]=[CH:28][CH:29]=[CH:30][CH:31]=1. (3) Given the reactants [CH3:1][CH2:2][CH2:3][CH2:4][CH2:5][CH2:6][CH2:7][CH2:8][CH2:9][CH2:10][CH2:11][CH2:12][O:13][CH2:14][CH2:15][O:16][CH2:17][CH2:18][O:19][CH2:20][CH2:21][O:22][CH2:23][CH2:24][O:25][CH2:26][CH2:27][O:28][CH2:29][CH2:30][O:31][CH2:32][CH2:33][O:34][CH2:35][CH2:36][O:37][CH2:38][CH2:39][OH:40].[C:41]([O:46]CC)(=[O:45])[CH:42]([CH3:44])[OH:43].C(=O)(O)[O-].[Na+], predict the reaction product. The product is: [CH3:1][CH2:2][CH2:3][CH2:4][CH2:5][CH2:6][CH2:7][CH2:8][CH2:9][CH2:10][CH2:11][CH2:12][O:13][CH2:14][CH2:15][O:16][CH2:17][CH2:18][O:19][CH2:20][CH2:21][O:22][CH2:23][CH2:24][O:25][CH2:26][CH2:27][O:28][CH2:29][CH2:30][O:31][CH2:32][CH2:33][O:34][CH2:35][CH2:36][O:37][CH2:38][CH2:39][OH:40].[C:41]([O-:46])(=[O:45])[CH:42]([CH3:44])[OH:43]. (4) The product is: [Br:19][CH2:17][C:7]1[CH:8]=[C:9]([C:10]2[CH:15]=[CH:14][CH:13]=[C:12]([O:16][CH:38]3[CH2:33][O:32][CH2:37]3)[CH:11]=2)[C:4]([O:3][CH:2]([F:1])[F:18])=[N:5][CH:6]=1. Given the reactants [F:1][CH:2]([F:18])[O:3][C:4]1[C:9]([C:10]2[CH:11]=[C:12]([OH:16])[CH:13]=[CH:14][CH:15]=2)=[CH:8][C:7]([CH3:17])=[CH:6][N:5]=1.[Br:19]C1C(OC(F)F)=NC=C(CBr)C=1.[OH:32][C:33]1C=C(B(O)O)C=[CH:37][CH:38]=1.C([O-])([O-])=O.[Na+].[Na+], predict the reaction product.